This data is from Full USPTO retrosynthesis dataset with 1.9M reactions from patents (1976-2016). The task is: Predict the reactants needed to synthesize the given product. (1) Given the product [N:21]12[CH2:22][CH2:23][CH:24]([CH2:19][CH2:20]1)[C@@H:1]([O:2][C:3](=[O:17])[C:4]([CH:11]1[CH2:16][CH2:15][CH2:14][CH2:13][CH2:12]1)([OH:10])[C:5]1[S:6][CH:7]=[CH:8][CH:9]=1)[CH2:26]2, predict the reactants needed to synthesize it. The reactants are: [CH3:1][O:2][C:3](=[O:17])[C:4]([CH:11]1[CH2:16][CH2:15][CH2:14][CH2:13][CH2:12]1)([OH:10])[C:5]1[S:6][CH:7]=[CH:8][CH:9]=1.O[C@@H:19]1[CH:24]2C[CH2:26][N:21]([CH2:22][CH2:23]2)[CH2:20]1. (2) The reactants are: C(OC([N:8]1[CH2:12][CH2:11][CH2:10][CH:9]1[C:13]1[NH:14][C:15]([C:18]2[CH:31]=[CH:30][C:29]3[C:28]4[C:23](=[CH:24][C:25]([Br:32])=[CH:26][CH:27]=4)[CH2:22][CH2:21][C:20]=3[CH:19]=2)=[CH:16][N:17]=1)=O)(C)(C)C.Cl.[CH3:34][O:35][C:36]([NH:38][CH:39]([CH:43]([CH3:45])[CH3:44])[C:40](O)=[O:41])=[O:37].CN(C(ON1N=NC2C=CC=NC1=2)=[N+](C)C)C.F[P-](F)(F)(F)(F)F.C(N(CC)C(C)C)(C)C. Given the product [CH3:34][O:35][C:36](=[O:37])[NH:38][CH:39]([C:40]([N:8]1[CH2:12][CH2:11][CH2:10][CH:9]1[C:13]1[NH:14][C:15]([C:18]2[CH:31]=[CH:30][C:29]3[C:28]4[C:23](=[CH:24][C:25]([Br:32])=[CH:26][CH:27]=4)[CH2:22][CH2:21][C:20]=3[CH:19]=2)=[CH:16][N:17]=1)=[O:41])[CH:43]([CH3:45])[CH3:44], predict the reactants needed to synthesize it. (3) The reactants are: [N-:1]=[N+:2]=[N-:3].[Na+].[CH3:5][O:6][C:7]1[CH:48]=[CH:47][C:10]([CH2:11][N:12]([CH2:38][C:39]2[CH:44]=[CH:43][C:42]([O:45][CH3:46])=[CH:41][CH:40]=2)[C:13]2[N:18]=[C:17]([C:19]3[C:20]([NH:28][C:29]4[CH:30]=[N:31][C:32]([O:35][CH3:36])=[CH:33][CH:34]=4)=[N:21][CH:22]=[C:23]([C:25]([CH3:27])=[CH2:26])[CH:24]=3)[N:16]=[C:15]([CH3:37])[N:14]=2)=[CH:9][CH:8]=1.FC(F)(F)C(O)=O.[OH-].[Na+]. Given the product [N:1]([C:25]([C:23]1[CH:24]=[C:19]([C:17]2[N:16]=[C:15]([CH3:37])[N:14]=[C:13]([N:12]([CH2:11][C:10]3[CH:9]=[CH:8][C:7]([O:6][CH3:5])=[CH:48][CH:47]=3)[CH2:38][C:39]3[CH:44]=[CH:43][C:42]([O:45][CH3:46])=[CH:41][CH:40]=3)[N:18]=2)[C:20]([NH:28][C:29]2[CH:30]=[N:31][C:32]([O:35][CH3:36])=[CH:33][CH:34]=2)=[N:21][CH:22]=1)([CH3:27])[CH3:26])=[N+:2]=[N-:3], predict the reactants needed to synthesize it. (4) Given the product [CH3:1][C@@H:2]([NH:13][CH2:14][CH2:15][CH2:16][C:17]1[CH:18]=[CH:19][CH:20]=[C:21]([C:23]([F:24])([F:25])[F:26])[CH:22]=1)[C:3]1[CH:4]=[CH:5][CH:6]=[C:7]2[CH:12]=[CH:11][CH:10]=[CH:9][C:8]=12, predict the reactants needed to synthesize it. The reactants are: [CH3:1][C@@H:2]([NH:13][CH2:14][CH2:15][CH2:16][C:17]1[CH:18]=[CH:19][CH:20]=[C:21]([C:23]([F:26])([F:25])[F:24])[CH:22]=1)[C:3]1[CH:4]=[CH:5][CH:6]=[C:7]2[CH:12]=[CH:11][CH:10]=[CH:9][C:8]=12.Cl. (5) Given the product [CH2:9]([N:16]1[CH2:21][CH2:20][N:19]([C:2]2[CH:7]=[C:6]([Cl:8])[N:5]=[CH:4][N:3]=2)[CH2:18][CH2:17]1)[C:10]1[CH:11]=[CH:12][CH:13]=[CH:14][CH:15]=1, predict the reactants needed to synthesize it. The reactants are: Cl[C:2]1[CH:7]=[C:6]([Cl:8])[N:5]=[CH:4][N:3]=1.[CH2:9]([N:16]1[CH2:21][CH2:20][NH:19][CH2:18][CH2:17]1)[C:10]1[CH:15]=[CH:14][CH:13]=[CH:12][CH:11]=1.C(N(CC)CC)C. (6) Given the product [CH3:27][C:17]1[CH:22]=[CH:21][C:20]([S:23]([O:12][CH2:11][CH:8]2[CH2:7][C:6]3[CH:5]=[C:4]([C:13]([F:16])([F:14])[F:15])[CH:3]=[C:2]([Br:1])[C:10]=3[O:9]2)(=[O:25])=[O:24])=[CH:19][CH:18]=1, predict the reactants needed to synthesize it. The reactants are: [Br:1][C:2]1[C:10]2[O:9][CH:8]([CH2:11][OH:12])[CH2:7][C:6]=2[CH:5]=[C:4]([C:13]([F:16])([F:15])[F:14])[CH:3]=1.[C:17]1([CH3:27])[CH:22]=[CH:21][C:20]([S:23](Cl)(=[O:25])=[O:24])=[CH:19][CH:18]=1. (7) Given the product [C:42]1([C:87]2[CH:92]=[CH:91][CH:90]=[CH:89][CH:88]=2)[CH:47]=[CH:46][C:45]([N:48]2[C:52]([CH2:53][CH2:54][CH2:55][CH3:56])=[C:51]([C:57]3[CH:62]=[CH:61][C:60]([C:63]([OH:65])=[O:64])=[CH:59][C:58]=3[C:70]([N:72]3[CH2:81][CH2:80][C:79]4[C:74](=[CH:75][CH:76]=[CH:77][CH:78]=4)[CH2:73]3)=[O:71])[C:50]([C:82]([O:84][CH2:85][CH3:86])=[O:83])=[N:49]2)=[CH:44][CH:43]=1, predict the reactants needed to synthesize it. The reactants are: C(C1N(C2C=CC=CC=2)N=C(C(OCC)=O)C=1C1C=CC(C(O)=O)=CC=1C(N1CCC2C(=CC=CC=2)C1)=O)CCC.[C:42]1([C:87]2[CH:92]=[CH:91][CH:90]=[CH:89][CH:88]=2)[CH:47]=[CH:46][C:45]([N:48]2[C:52]([CH2:53][CH2:54][CH2:55][CH3:56])=[C:51]([C:57]3[CH:62]=[CH:61][C:60]([C:63]([O:65]C(C)(C)C)=[O:64])=[CH:59][C:58]=3[C:70]([N:72]3[CH2:81][CH2:80][C:79]4[C:74](=[CH:75][CH:76]=[CH:77][CH:78]=4)[CH2:73]3)=[O:71])[C:50]([C:82]([O:84][CH2:85][CH3:86])=[O:83])=[N:49]2)=[CH:44][CH:43]=1.